From a dataset of Peptide-MHC class I binding affinity with 185,985 pairs from IEDB/IMGT. Regression. Given a peptide amino acid sequence and an MHC pseudo amino acid sequence, predict their binding affinity value. This is MHC class I binding data. (1) The peptide sequence is VTQRFIYL. The MHC is H-2-Db with pseudo-sequence H-2-Db. The binding affinity (normalized) is 0.187. (2) The peptide sequence is KLWASQIY. The MHC is HLA-A02:01 with pseudo-sequence HLA-A02:01. The binding affinity (normalized) is 0.544. (3) The peptide sequence is RAAHRRQSV. The MHC is HLA-B58:01 with pseudo-sequence HLA-B58:01. The binding affinity (normalized) is 0.0847.